Dataset: Catalyst prediction with 721,799 reactions and 888 catalyst types from USPTO. Task: Predict which catalyst facilitates the given reaction. (1) Reactant: [CH3:1][O:2][C:3]([C:5]1[N:6]=[C:7]2[NH:18][CH:17]=[CH:16][N:8]2[C:9](=[O:15])[C:10]=1[O:11][C:12](=[O:14])[CH3:13])=[O:4].C1OCCOCCOCCOCCOCCOC1.C(=O)([O-])[O-].[K+].[K+].Cl.Cl[CH2:45][CH2:46][N:47]1[CH2:52][CH2:51][O:50][CH2:49][CH2:48]1. Product: [CH3:1][O:2][C:3]([C:5]1[N:6]=[C:7]2[N:18]([CH2:45][CH2:46][N:47]3[CH2:52][CH2:51][O:50][CH2:49][CH2:48]3)[CH:17]=[CH:16][N:8]2[C:9](=[O:15])[C:10]=1[O:11][C:12](=[O:14])[CH3:13])=[O:4]. The catalyst class is: 10. (2) Reactant: [Cl:1]C1C=CC=C(C(OO)=[O:9])C=1.[Br:12][C:13]1[C:22]([O:23][CH3:24])=[CH:21][CH:20]=[C:19]2[C:14]=1[CH:15]=[CH:16][N:17]=[CH:18]2.CO. Product: [ClH:1].[Br:12][C:13]1[C:22]([O:23][CH3:24])=[CH:21][CH:20]=[C:19]2[C:14]=1[CH:15]=[CH:16][N+:17]([O-:9])=[CH:18]2. The catalyst class is: 4. (3) Reactant: Cl.[F:2][C:3]1[CH:4]=[C:5]([N:9]([CH2:33][CH2:34][C:35]([O:37]CC)=[O:36])[C:10]([C:12]2[CH:32]=[CH:31][C:15]3[N:16]([CH3:30])[C:17]([CH2:19][NH:20][C:21]4[CH:26]=[CH:25][C:24]([C:27](=[NH:29])[NH2:28])=[CH:23][CH:22]=4)=[N:18][C:14]=3[CH:13]=2)=[O:11])[CH:6]=[CH:7][CH:8]=1.[OH-].[Na+]. Product: [F:2][C:3]1[CH:4]=[C:5]([N:9]([CH2:33][CH2:34][C:35]([OH:37])=[O:36])[C:10]([C:12]2[CH:32]=[CH:31][C:15]3[N:16]([CH3:30])[C:17]([CH2:19][NH:20][C:21]4[CH:26]=[CH:25][C:24]([C:27](=[NH:28])[NH2:29])=[CH:23][CH:22]=4)=[N:18][C:14]=3[CH:13]=2)=[O:11])[CH:6]=[CH:7][CH:8]=1. The catalyst class is: 429. (4) Reactant: C(OC([C:6]1[C:7]([CH:22]([F:24])[F:23])=[N:8][N:9]2[C:14]([O:15][CH3:16])=[CH:13][CH:12]=[C:11]([CH2:17][O:18]C(=O)C)[C:10]=12)=O)C.[OH-].[K+]. Product: [F:24][CH:22]([F:23])[C:7]1[CH:6]=[C:10]2[C:11]([CH2:17][OH:18])=[CH:12][CH:13]=[C:14]([O:15][CH3:16])[N:9]2[N:8]=1. The catalyst class is: 8. (5) Reactant: [I:1][C:2]1[CH:10]=[CH:9][CH:8]=[CH:7][C:3]=1[C:4]([OH:6])=O.[Cl-].[Cl-].[Cl-].[Al+3].[C:15]1([C:25]2[N:29]3[CH:30]=[CH:31][CH:32]=[CH:33][C:28]3=[CH:27][N:26]=2)[C:24]2[C:19](=[CH:20][CH:21]=[CH:22][CH:23]=2)[CH:18]=[CH:17][CH:16]=1. Product: [I:1][C:2]1[CH:10]=[CH:9][CH:8]=[CH:7][C:3]=1[C:4]([C:27]1[N:26]=[C:25]([C:15]2[C:24]3[C:19](=[CH:20][CH:21]=[CH:22][CH:23]=3)[CH:18]=[CH:17][CH:16]=2)[N:29]2[CH:30]=[CH:31][CH:32]=[CH:33][C:28]=12)=[O:6]. The catalyst class is: 26.